The task is: Regression. Given two drug SMILES strings and cell line genomic features, predict the synergy score measuring deviation from expected non-interaction effect.. This data is from NCI-60 drug combinations with 297,098 pairs across 59 cell lines. (1) Drug 1: C1=CC(=C2C(=C1NCCNCCO)C(=O)C3=C(C=CC(=C3C2=O)O)O)NCCNCCO. Drug 2: C1CNP(=O)(OC1)N(CCCl)CCCl. Cell line: MDA-MB-231. Synergy scores: CSS=31.3, Synergy_ZIP=-0.682, Synergy_Bliss=-0.446, Synergy_Loewe=-32.4, Synergy_HSA=-0.745. (2) Drug 1: CCC(=C(C1=CC=CC=C1)C2=CC=C(C=C2)OCCN(C)C)C3=CC=CC=C3.C(C(=O)O)C(CC(=O)O)(C(=O)O)O. Drug 2: CC1C(C(CC(O1)OC2CC(OC(C2O)C)OC3=CC4=CC5=C(C(=O)C(C(C5)C(C(=O)C(C(C)O)O)OC)OC6CC(C(C(O6)C)O)OC7CC(C(C(O7)C)O)OC8CC(C(C(O8)C)O)(C)O)C(=C4C(=C3C)O)O)O)O. Cell line: NCIH23. Synergy scores: CSS=64.0, Synergy_ZIP=13.7, Synergy_Bliss=16.0, Synergy_Loewe=-31.7, Synergy_HSA=11.8. (3) Drug 1: C1CC(C1)(C(=O)O)C(=O)O.[NH2-].[NH2-].[Pt+2]. Drug 2: CC1C(C(CC(O1)OC2CC(CC3=C2C(=C4C(=C3O)C(=O)C5=C(C4=O)C(=CC=C5)OC)O)(C(=O)CO)O)N)O.Cl. Cell line: RPMI-8226. Synergy scores: CSS=38.6, Synergy_ZIP=-2.89, Synergy_Bliss=-3.36, Synergy_Loewe=-30.0, Synergy_HSA=-2.50. (4) Synergy scores: CSS=44.9, Synergy_ZIP=4.41, Synergy_Bliss=2.56, Synergy_Loewe=1.32, Synergy_HSA=3.29. Drug 2: C1=C(C(=O)NC(=O)N1)N(CCCl)CCCl. Drug 1: C1CCN(CC1)CCOC2=CC=C(C=C2)C(=O)C3=C(SC4=C3C=CC(=C4)O)C5=CC=C(C=C5)O. Cell line: CAKI-1.